This data is from Forward reaction prediction with 1.9M reactions from USPTO patents (1976-2016). The task is: Predict the product of the given reaction. (1) Given the reactants [NH2:1][C:2]1[S:3][CH:4]=[CH:5][N:6]=1.[C:7](OCC)(=[O:12])[CH2:8][C:9]([CH3:11])=O.C(=O)(O)[O-].[Na+], predict the reaction product. The product is: [CH3:11][C:9]1[N:1]=[C:2]2[S:3][CH:4]=[CH:5][N:6]2[C:7](=[O:12])[CH:8]=1. (2) The product is: [F:22][C:23]([F:34])([F:33])[C:24]([NH:8][C:5]1[CH:6]=[CH:7][C:2]([F:1])=[C:3]([CH3:11])[CH:4]=1)=[O:25]. Given the reactants [F:1][C:2]1[CH:7]=[CH:6][C:5]([N+:8]([O-])=O)=[CH:4][C:3]=1[CH3:11].ClCCl.C(N(CC)CC)C.[F:22][C:23]([F:34])([F:33])[C:24](O[C:24](=[O:25])[C:23]([F:34])([F:33])[F:22])=[O:25], predict the reaction product. (3) Given the reactants [NH2:1][C:2]1[CH:35]=[CH:34][C:5]([O:6][C:7]2[CH:12]=[CH:11][N:10]=[C:9]3[N:13](CC4C=CC(OC)=CC=4)[N:14]=[C:15]([N:16]4[CH2:21][CH2:20][CH:19]([N:22]([CH3:24])[CH3:23])[CH2:18][CH2:17]4)[C:8]=23)=[C:4]([F:36])[CH:3]=1.[O:37]1[C:41]2[CH:42]=[CH:43][CH:44]=[CH:45][C:40]=2[N:39]=[C:38]1[CH2:46][C:47](O)=[O:48].C([O-])(O)=O.[Na+], predict the reaction product. The product is: [O:37]1[C:41]2[CH:42]=[CH:43][CH:44]=[CH:45][C:40]=2[N:39]=[C:38]1[CH2:46][C:47]([NH:1][C:2]1[CH:35]=[CH:34][C:5]([O:6][C:7]2[CH:12]=[CH:11][N:10]=[C:9]3[NH:13][N:14]=[C:15]([N:16]4[CH2:21][CH2:20][CH:19]([N:22]([CH3:24])[CH3:23])[CH2:18][CH2:17]4)[C:8]=23)=[C:4]([F:36])[CH:3]=1)=[O:48]. (4) Given the reactants Cl[C:2]1[N:10]=[C:9](Cl)[CH:8]=[CH:7][C:3]=1[C:4]([NH2:6])=[O:5].[O:12]1[CH2:17][CH2:16][CH:15]([NH2:18])[CH2:14][CH2:13]1.[NH:19]1[CH2:24][CH2:23]C[C@@H:21]([NH:25][C:26](=[O:32])OC(C)(C)C)[CH2:20]1.[C:33](O)(=O)[CH:34]=C, predict the reaction product. The product is: [C:26]([NH:25][C@H:21]1[CH2:23][CH2:24][N:19]([C:9]2[CH:8]=[CH:7][C:3]([C:4]([NH2:6])=[O:5])=[C:2]([NH:18][CH:15]3[CH2:16][CH2:17][O:12][CH2:13][CH2:14]3)[N:10]=2)[CH2:20]1)(=[O:32])[CH:33]=[CH2:34].